From a dataset of Catalyst prediction with 721,799 reactions and 888 catalyst types from USPTO. Predict which catalyst facilitates the given reaction. (1) Reactant: [CH3:1]I.[CH3:3][C:4]([N+:18]([O-:20])=[O:19])([CH3:17])[CH2:5][C:6]1[N:7]=[C:8]([C:11]2[CH:16]=[CH:15][CH:14]=[CH:13][CH:12]=2)[NH:9][CH:10]=1.[OH-].[K+]. Product: [CH3:1][N:9]1[CH:10]=[C:6]([CH2:5][C:4]([CH3:3])([N+:18]([O-:20])=[O:19])[CH3:17])[N:7]=[C:8]1[C:11]1[CH:16]=[CH:15][CH:14]=[CH:13][CH:12]=1. The catalyst class is: 3. (2) Reactant: [F:1][C:2]1[CH:7]=[C:6]([F:8])[CH:5]=[CH:4][C:3]=1[NH:9][C:10]1[N:18]=[CH:17][CH:16]=[CH:15][C:11]=1[C:12]([OH:14])=O.Cl.[NH2:20][C:21]([CH3:26])([CH2:24][CH3:25])[C:22]#[CH:23].C1C=CC2N(O)N=NC=2C=1.CCN=C=NCCCN(C)C.CCN(C(C)C)C(C)C. Product: [F:1][C:2]1[CH:7]=[C:6]([F:8])[CH:5]=[CH:4][C:3]=1[NH:9][C:10]1[N:18]=[CH:17][CH:16]=[CH:15][C:11]=1[C:12]([NH:20][C:21]([CH3:26])([CH2:24][CH3:25])[C:22]#[CH:23])=[O:14]. The catalyst class is: 2.